This data is from Forward reaction prediction with 1.9M reactions from USPTO patents (1976-2016). The task is: Predict the product of the given reaction. (1) The product is: [CH2:1]([O:8][C:9]1[CH:10]=[CH:11][C:12]([CH2:13][OH:14])=[CH:15][CH:16]=1)[C:2]1[CH:3]=[CH:4][CH:5]=[CH:6][CH:7]=1. Given the reactants [CH2:1]([O:8][C:9]1[CH:16]=[CH:15][C:12]([CH:13]=[O:14])=[CH:11][CH:10]=1)[C:2]1[CH:7]=[CH:6][CH:5]=[CH:4][CH:3]=1.[BH4-].[Na+], predict the reaction product. (2) Given the reactants [F:1][C:2]1[CH:3]=[C:4]([N+:9]([O-:11])=[O:10])[CH:5]=[CH:6][C:7]=1F.[NH:12]1[CH2:17][CH2:16][O:15][CH2:14][CH2:13]1, predict the reaction product. The product is: [F:1][C:2]1[CH:3]=[C:4]([N+:9]([O-:11])=[O:10])[CH:5]=[CH:6][C:7]=1[N:12]1[CH2:17][CH2:16][O:15][CH2:14][CH2:13]1. (3) The product is: [C:16]([O:20][C:21]([NH:23][CH:24]([C:28]1[CH:33]=[CH:32][C:31]([O:34][C:8]2[CH:15]=[CH:14][C:11]([CH:12]=[O:13])=[CH:10][CH:9]=2)=[CH:30][CH:29]=1)[C:25]([OH:27])=[O:26])=[O:22])([CH3:19])([CH3:17])[CH3:18]. Given the reactants C(=O)([O-])[O-].[K+].[K+].F[C:8]1[CH:15]=[CH:14][C:11]([CH:12]=[O:13])=[CH:10][CH:9]=1.[C:16]([O:20][C:21]([NH:23][CH:24]([C:28]1[CH:33]=[CH:32][C:31]([OH:34])=[CH:30][CH:29]=1)[C:25]([OH:27])=[O:26])=[O:22])([CH3:19])([CH3:18])[CH3:17], predict the reaction product. (4) Given the reactants [CH:1]1([CH2:5][C:6]#[C:7][C:8]2[CH:9]=[C:10]([C@@H:14]3[C@@H:18]([C:19]4[CH:24]=[CH:23][CH:22]=[C:21]([F:25])[CH:20]=4)[O:17][C:16](=[O:26])[NH:15]3)[CH:11]=[N:12][CH:13]=2)[CH2:4][CH2:3][CH2:2]1.C(C1CCC[O:31]1)C#C.BrC1C=C([C@@H]2[C@@H](C3C=CC=C(F)C=3)OC(=O)N2)C=NC=1, predict the reaction product. The product is: [F:25][C:21]1[CH:20]=[C:19]([C@H:18]2[O:17][C:16](=[O:26])[NH:15][C@@H:14]2[C:10]2[CH:11]=[N:12][CH:13]=[C:8]([C:7]#[C:6][CH2:5][CH:1]3[CH2:4][CH2:3][CH2:2][O:31]3)[CH:9]=2)[CH:24]=[CH:23][CH:22]=1.